This data is from Forward reaction prediction with 1.9M reactions from USPTO patents (1976-2016). The task is: Predict the product of the given reaction. (1) Given the reactants [F:1][C:2]1[CH:7]=[C:6]([O:8][C:9]2[C:10]3[N:17]([CH3:18])[CH:16]=[CH:15][C:11]=3[N:12]=[CH:13][N:14]=2)[CH:5]=[CH:4][C:3]=1[NH:19][C:20]([NH:22][C:23]1[CH:28]=[CH:27][CH:26]=[C:25]([C:29]([F:32])([F:31])[F:30])[CH:24]=1)=[O:21].[C:33]([OH:40])(=[O:39])/[CH:34]=[CH:35]\[C:36]([OH:38])=[O:37], predict the reaction product. The product is: [C:33]([OH:40])(=[O:39])/[CH:34]=[CH:35]\[C:36]([OH:38])=[O:37].[F:1][C:2]1[CH:7]=[C:6]([O:8][C:9]2[C:10]3[N:17]([CH3:18])[CH:16]=[CH:15][C:11]=3[N:12]=[CH:13][N:14]=2)[CH:5]=[CH:4][C:3]=1[NH:19][C:20]([NH:22][C:23]1[CH:28]=[CH:27][CH:26]=[C:25]([C:29]([F:31])([F:30])[F:32])[CH:24]=1)=[O:21]. (2) Given the reactants [Cl:1][C:2]1[CH:7]=[CH:6][C:5]([CH:8]2[CH2:13][CH2:12][CH:11]([C:14]3[C:15](=[O:26])[C:16]4[C:21]([C:22](=[O:25])[C:23]=3Cl)=[CH:20][CH:19]=[CH:18][CH:17]=4)[CH2:10][CH2:9]2)=[CH:4][CH:3]=1.C[OH:28].[OH-].[K+].Cl, predict the reaction product. The product is: [Cl:1][C:2]1[CH:3]=[CH:4][C:5]([CH:8]2[CH2:9][CH2:10][CH:11]([C:14]3[C:15](=[O:26])[C:16]4[C:21]([C:22](=[O:25])[C:23]=3[OH:28])=[CH:20][CH:19]=[CH:18][CH:17]=4)[CH2:12][CH2:13]2)=[CH:6][CH:7]=1.[CH:18]1[CH:19]=[CH:20][C:21]2[C:22]([C:23]([OH:28])=[C:14]([C@@H:11]3[CH2:10][CH2:9][C@@H:8]([C:5]4[CH:4]=[CH:3][C:2]([Cl:1])=[CH:7][CH:6]=4)[CH2:13][CH2:12]3)[C:15](=[O:26])[C:16]=2[CH:17]=1)=[O:25]. (3) Given the reactants COC[C:4]1[CH:12]=[C:11]2[C:7]([CH:8]=[CH:9][NH:10]2)=[CH:6][CH:5]=1.C1(CBr)CC1.C(OC(=O)C(SC1SC(N)=NC=1)C)C, predict the reaction product. The product is: [NH:10]1[C:11]2[C:7](=[CH:6][CH:5]=[CH:4][CH:12]=2)[CH:8]=[CH:9]1. (4) Given the reactants [CH3:1][CH2:2][C@H:3](O)[CH2:4][CH2:5][C@@H:6](O)[CH2:7][CH3:8].[PH2:11][C:12]1[S:16][C:15]2[CH:17]=[CH:18][CH:19]=[CH:20][C:14]=2[C:13]=1[PH2:21], predict the reaction product. The product is: [CH2:2]([C@@H:3]1[CH2:4][CH2:5][C@@H:6]([CH2:7][CH3:8])[P:11]1[C:12]1[S:16][C:15]2[CH:17]=[CH:18][CH:19]=[CH:20][C:14]=2[C:13]=1[P:21]1[C@H:6]([CH2:7][CH3:8])[CH2:5][CH2:4][C@H:3]1[CH2:2][CH3:1])[CH3:1]. (5) Given the reactants [CH:1]1([C@H:4]([NH:6][C:7]2[N:12]=[C:11]([NH:13][C@@H:14]([CH:16]3[CH2:18][CH2:17]3)[CH3:15])[N:10]=[C:9]([C:19]3[CH:24]=[CH:23][CH:22]=[C:21]([O:25]C)[N:20]=3)[N:8]=2)[CH3:5])[CH2:3][CH2:2]1.[Na+].[I-].C[Si](Cl)(C)C, predict the reaction product. The product is: [CH:1]1([C@H:4]([NH:6][C:7]2[N:12]=[C:11]([NH:13][C@@H:14]([CH:16]3[CH2:17][CH2:18]3)[CH3:15])[N:10]=[C:9]([C:19]3[N:20]=[C:21]([OH:25])[CH:22]=[CH:23][CH:24]=3)[N:8]=2)[CH3:5])[CH2:2][CH2:3]1. (6) The product is: [CH3:18][N:14]1[C:15]2[C:11](=[CH:10][C:9]([C:5]3[N:4]=[C:3]([OH:2])[CH:8]=[CH:7][N:6]=3)=[CH:17][CH:16]=2)[CH:12]=[N:13]1. Given the reactants C[O:2][C:3]1[CH:8]=[CH:7][N:6]=[C:5]([C:9]2[CH:10]=[C:11]3[C:15](=[CH:16][CH:17]=2)[N:14]([CH3:18])[N:13]=[CH:12]3)[N:4]=1.[OH-].[Na+], predict the reaction product. (7) Given the reactants [NH2:1][C:2]1[N:7]=[C:6]([N:8]2[CH2:29][CH2:28][C:11]3([CH2:15][N:14](C(OC(C)(C)C)=O)[C@H:13]([C:23]([O:25][CH2:26][CH3:27])=[O:24])[CH2:12]3)[CH2:10][CH2:9]2)[CH:5]=[C:4]([O:30][C@H:31]([C:36]2[CH:41]=[CH:40][C:39]([C:42]3[CH:47]=[CH:46][C:45]([O:48][CH:49]([CH3:51])[CH3:50])=[CH:44][CH:43]=3)=[CH:38][C:37]=2[C:52]2[CH:57]=[CH:56][CH:55]=[CH:54][CH:53]=2)[C:32]([F:35])([F:34])[F:33])[N:3]=1.C(O)(C(F)(F)F)=O, predict the reaction product. The product is: [NH2:1][C:2]1[N:7]=[C:6]([N:8]2[CH2:9][CH2:10][C:11]3([CH2:15][NH:14][C@H:13]([C:23]([O:25][CH2:26][CH3:27])=[O:24])[CH2:12]3)[CH2:28][CH2:29]2)[CH:5]=[C:4]([O:30][C@H:31]([C:36]2[CH:41]=[CH:40][C:39]([C:42]3[CH:43]=[CH:44][C:45]([O:48][CH:49]([CH3:51])[CH3:50])=[CH:46][CH:47]=3)=[CH:38][C:37]=2[C:52]2[CH:57]=[CH:56][CH:55]=[CH:54][CH:53]=2)[C:32]([F:34])([F:35])[F:33])[N:3]=1.